Task: Predict which catalyst facilitates the given reaction.. Dataset: Catalyst prediction with 721,799 reactions and 888 catalyst types from USPTO (1) Reactant: CC[CH2:3][CH:4]([C:7]1S[C:10]([C:12]2[S:13][C:14]([C:17]3[S:18][C:19](C4SC(C(CC)CCC)=CC=4)=[CH:20][CH:21]=3)=[CH:15][CH:16]=2)=[CH:9][CH:8]=1)CC.S1C=CC=C1C1SC=CC=1.C(OC(=O)CCCCC)(=[O:49])CCCCC.B(F)(F)F.CCOCC. The catalyst class is: 11. Product: [C:10]([C:12]1[S:13][C:14]([C:17]2[S:18][CH:19]=[CH:20][CH:21]=2)=[CH:15][CH:16]=1)(=[O:49])[CH2:9][CH2:8][CH2:7][CH2:4][CH3:3]. (2) Reactant: [CH2:1]([CH:3]([N:6]1[C:10]2=[N:11][C:12]([CH3:16])=[C:13]([OH:15])[N:14]=[C:9]2[C:8]([CH3:17])=[N:7]1)[CH2:4][CH3:5])[CH3:2].[F:18][C:19]([F:32])([F:31])[S:20](O[S:20]([C:19]([F:32])([F:31])[F:18])(=[O:22])=[O:21])(=[O:22])=[O:21].C(N(CC)CC)C. Product: [CH2:1]([CH:3]([N:6]1[C:10]2=[N:11][C:12]([CH3:16])=[C:13]([O:15][S:20]([C:19]([F:32])([F:31])[F:18])(=[O:22])=[O:21])[N:14]=[C:9]2[C:8]([CH3:17])=[N:7]1)[CH2:4][CH3:5])[CH3:2]. The catalyst class is: 2. (3) Reactant: [CH3:1][NH:2][C:3]1[CH:8]=[CH:7][CH:6]=[CH:5][N:4]=1.[H-].[Na+].Cl[CH2:12][C:13]1[N:17]([CH3:18])[C:16]2[CH:19]=[CH:20][CH:21]=[CH:22][C:15]=2[N:14]=1. Product: [CH3:1][N:2]([CH2:12][C:13]1[N:17]([CH3:18])[C:16]2[CH:19]=[CH:20][CH:21]=[CH:22][C:15]=2[N:14]=1)[C:3]1[CH:8]=[CH:7][CH:6]=[CH:5][N:4]=1. The catalyst class is: 7. (4) Reactant: Br[C:2]1[CH:7]=[CH:6][C:5]([S:8]([NH:11][C:12]2[CH:17]=[C:16]([N:18]3[CH2:23][C@H:22]([CH3:24])[NH:21][C@H:20]([CH3:25])[CH2:19]3)[CH:15]=[CH:14][C:13]=2[O:26][CH3:27])(=[O:10])=[O:9])=[C:4]([F:28])[CH:3]=1.[O:29]1[CH:33]=[CH:32][CH:31]=[C:30]1B(O)O.CC(C)([O-])C.[K+]. Product: [CH3:25][C@H:20]1[NH:21][C@@H:22]([CH3:24])[CH2:23][N:18]([C:16]2[CH:15]=[CH:14][C:13]([O:26][CH3:27])=[C:12]([NH:11][S:8]([C:5]3[CH:6]=[CH:7][C:2]([C:30]4[O:29][CH:33]=[CH:32][CH:31]=4)=[CH:3][C:4]=3[F:28])(=[O:10])=[O:9])[CH:17]=2)[CH2:19]1. The catalyst class is: 108. (5) The catalyst class is: 2. Reactant: [CH3:1][O:2][C:3]1[CH:4]=[CH:5][C:6]2[C:7]([CH2:19][CH2:20][CH2:21][CH2:22][CH3:23])(O)[C:8]3[C:13]([C:14]=2[CH:15]=1)=[CH:12][C:11]([O:16][CH3:17])=[CH:10][CH:9]=3.C([SiH](CC)CC)C.FC(F)(F)C(O)=O. Product: [CH3:17][O:16][C:11]1[CH:10]=[CH:9][C:8]2[CH:7]([CH2:19][CH2:20][CH2:21][CH2:22][CH3:23])[C:6]3[C:14]([C:13]=2[CH:12]=1)=[CH:15][C:3]([O:2][CH3:1])=[CH:4][CH:5]=3. (6) Reactant: [C:1]([O:5][C:6]([NH:8][C:9]1[NH:13][N:12]=[C:11]([CH:14]2[CH2:19][CH2:18][N:17](C(OCC3C=CC=CC=3)=O)[CH2:16][CH2:15]2)[CH:10]=1)=[O:7])([CH3:4])([CH3:3])[CH3:2]. Product: [NH:17]1[CH2:18][CH2:19][CH:14]([C:11]2[CH:10]=[C:9]([NH:8][C:6](=[O:7])[O:5][C:1]([CH3:3])([CH3:2])[CH3:4])[NH:13][N:12]=2)[CH2:15][CH2:16]1. The catalyst class is: 129. (7) Reactant: [CH2:1]([O:3][C:4]([C:6]1[S:10][C:9]([NH:11][C:12]2[CH:17]=[C:16]([CH:18](OC)[O:19]C)[CH:15]=[CH:14][C:13]=2[N+:23]([O-:25])=[O:24])=[N:8][C:7]=1[C:26]1[CH:31]=[CH:30][CH:29]=[C:28]([Cl:32])[CH:27]=1)=[O:5])[CH3:2].Cl. Product: [CH2:1]([O:3][C:4]([C:6]1[S:10][C:9]([NH:11][C:12]2[CH:17]=[C:16]([CH:18]=[O:19])[CH:15]=[CH:14][C:13]=2[N+:23]([O-:25])=[O:24])=[N:8][C:7]=1[C:26]1[CH:31]=[CH:30][CH:29]=[C:28]([Cl:32])[CH:27]=1)=[O:5])[CH3:2]. The catalyst class is: 10.